From a dataset of Full USPTO retrosynthesis dataset with 1.9M reactions from patents (1976-2016). Predict the reactants needed to synthesize the given product. The reactants are: [NH2:1][C:2]1[N:7]=[C:6](O)[C:5]([C:9]#[N:10])=[C:4]([C:11]2[CH:12]=[N:13][CH:14]=[C:15]([O:17][CH3:18])[CH:16]=2)[N:3]=1.O=P(Cl)(Cl)[Cl:21]. Given the product [NH2:1][C:2]1[N:7]=[C:6]([Cl:21])[C:5]([C:9]#[N:10])=[C:4]([C:11]2[CH:12]=[N:13][CH:14]=[C:15]([O:17][CH3:18])[CH:16]=2)[N:3]=1, predict the reactants needed to synthesize it.